From a dataset of Full USPTO retrosynthesis dataset with 1.9M reactions from patents (1976-2016). Predict the reactants needed to synthesize the given product. (1) Given the product [C:28]12([C:27](=[O:42])[CH2:25][O:10][CH2:9][C:5]3[CH:6]=[N:7][CH:8]=[C:3]([O:2][CH3:1])[CH:4]=3)[CH2:29][CH:30]3[CH2:31][CH:32]([CH2:33][CH:34]([CH2:36]3)[CH2:35]1)[CH2:37]2, predict the reactants needed to synthesize it. The reactants are: [CH3:1][O:2][C:3]1[CH:4]=[C:5]([CH2:9][OH:10])[CH:6]=[N:7][CH:8]=1.[H-].[Na+].C12(C([C:25]([CH:27](Br)[C:28]34[CH2:37][CH:32]5[CH2:33][CH:34]([CH2:36][CH:30]([CH2:31]5)[CH2:29]3)[CH2:35]4)=O)Br)CC3CC(CC(C3)C1)C2.C1C[O:42]CC1. (2) Given the product [NH2:7][CH2:6][C:5]1[CH:4]=[C:3]([CH:10]=[C:9]([CH:11]([CH3:13])[CH3:12])[CH:8]=1)[N:2]([CH3:14])[CH3:1], predict the reactants needed to synthesize it. The reactants are: [CH3:1][N:2]([CH3:14])[C:3]1[CH:4]=[C:5]([CH:8]=[C:9]([C:11]([CH3:13])=[CH2:12])[CH:10]=1)[C:6]#[N:7].C(C1C=NC=C(CCC(C)C)C=1)#N.